This data is from Full USPTO retrosynthesis dataset with 1.9M reactions from patents (1976-2016). The task is: Predict the reactants needed to synthesize the given product. (1) Given the product [NH:2]1[C:10]2[C:5](=[N:6][CH:7]=[CH:8][CH:9]=2)[C:4]([CH2:11][C:12]([NH2:1])=[O:14])=[CH:3]1, predict the reactants needed to synthesize it. The reactants are: [NH3:1].[NH:2]1[C:10]2[C:5](=[N:6][CH:7]=[CH:8][CH:9]=2)[C:4]([CH2:11][C:12]([O:14]CC)=O)=[CH:3]1. (2) Given the product [Cl:18][C:19]1[CH:24]=[CH:23][C:22]([CH2:25][CH2:26][N:7]2[C:8]3[C:4](=[CH:3][C:2]([CH3:1])=[CH:10][CH:9]=3)[C:5]3[C@@H:16]4[NH:17][C@H:12]([CH2:11][C:6]2=3)[CH2:13][CH2:14][CH2:15]4)=[CH:21][CH:20]=1, predict the reactants needed to synthesize it. The reactants are: [CH3:1][C:2]1[CH:3]=[C:4]2[C:8](=[CH:9][CH:10]=1)[NH:7][C:6]1[CH2:11][CH:12]3[NH:17][CH:16]([C:5]2=1)[CH2:15][CH2:14][CH2:13]3.[Cl:18][C:19]1[CH:24]=[CH:23][C:22]([CH:25]=[CH2:26])=[CH:21][CH:20]=1. (3) Given the product [Br:1][C:2]1[N:18]=[C:5]2[N:6]=[C:7]([Cl:17])[C:8]([C:11]3[CH:16]=[CH:15][CH:14]=[CH:13][CH:12]=3)=[CH:9][N:4]2[N:3]=1, predict the reactants needed to synthesize it. The reactants are: [Br:1][C:2]1[N:18]=[C:5]2[N:6]=[C:7]([Cl:17])[C:8]([C:11]3[CH:16]=[CH:15][CH:14]=[CH:13][CH:12]=3)=[C:9](Br)[N:4]2[N:3]=1.CO.C1COCC1.